Dataset: Full USPTO retrosynthesis dataset with 1.9M reactions from patents (1976-2016). Task: Predict the reactants needed to synthesize the given product. (1) Given the product [CH2:1]([O:8][C:9]([NH:11][CH:12]1[N:16]([CH2:21][C:22]([O:24][CH2:25][CH3:26])=[O:23])[C:15](=[O:17])[CH2:14][CH2:13]1)=[O:10])[C:2]1[CH:7]=[CH:6][CH:5]=[CH:4][CH:3]=1, predict the reactants needed to synthesize it. The reactants are: [CH2:1]([O:8][C:9]([NH:11][CH:12]1[NH:16][C:15](=[O:17])[CH2:14][CH2:13]1)=[O:10])[C:2]1[CH:7]=[CH:6][CH:5]=[CH:4][CH:3]=1.[H-].[Na+].Br[CH2:21][C:22]([O:24][CH2:25][CH3:26])=[O:23]. (2) Given the product [Si:23]([O:22][C@@H:13]1[C@H:12]([CH3:30])[NH:11][C:15](=[O:16])[C:14]1([CH3:21])[CH3:20])([C:26]([CH3:29])([CH3:28])[CH3:27])([CH3:25])[CH3:24].[Si:23]([O:22][C@H:13]1[C@H:12]([CH3:30])[NH:11][C:15](=[O:16])[C:14]1([CH3:21])[CH3:20])([C:26]([CH3:29])([CH3:28])[CH3:27])([CH3:25])[CH3:24], predict the reactants needed to synthesize it. The reactants are: C(OC([NH:11][C@@H:12]([CH3:30])[CH:13]([O:22][Si:23]([C:26]([CH3:29])([CH3:28])[CH3:27])([CH3:25])[CH3:24])[C:14]([CH3:21])([CH3:20])[C:15](OCC)=[O:16])=O)C1C=CC=CC=1. (3) Given the product [CH3:28][O:29][C:30](=[O:42])[CH:31]([NH:32][C:33]([O:35][C:36]([CH3:39])([CH3:38])[CH3:37])=[O:34])[CH2:40][Cl:20], predict the reactants needed to synthesize it. The reactants are: C1(P(C2C=CC=CC=2)C2C=CC=CC=2)C=CC=CC=1.[Cl:20]C(Cl)(Cl)C(Cl)(Cl)Cl.[CH3:28][O:29][C:30](=[O:42])[C@H:31]([CH2:40]O)[NH:32][C:33]([O:35][C:36]([CH3:39])([CH3:38])[CH3:37])=[O:34]. (4) The reactants are: [CH2:1]([O:8][N:9]([C@H:22]1[CH2:27][N:26]([C:28]([O:30][C:31]([CH3:34])([CH3:33])[CH3:32])=[O:29])[C@H:25]([C:35]2[S:39][N:38]=[CH:37][N:36]=2)[CH2:24][CH2:23]1)S(C1C=CC=CC=1[N+]([O-])=O)(=O)=O)[C:2]1[CH:7]=[CH:6][CH:5]=[CH:4][CH:3]=1.O[Li].O.SCC(O)=O. Given the product [CH2:1]([O:8][NH:9][C@H:22]1[CH2:27][N:26]([C:28]([O:30][C:31]([CH3:34])([CH3:33])[CH3:32])=[O:29])[C@H:25]([C:35]2[S:39][N:38]=[CH:37][N:36]=2)[CH2:24][CH2:23]1)[C:2]1[CH:7]=[CH:6][CH:5]=[CH:4][CH:3]=1, predict the reactants needed to synthesize it. (5) Given the product [ClH:1].[CH3:45][S:42]([N:40]([CH3:41])[C:37]1[CH:38]=[CH:39][C:34]([C:28]2[CH:29]=[CH:30][C:31]([O:32][CH3:33])=[C:26]([CH2:25][N:9]([CH:10]3[CH2:11][CH2:12][CH:13]([NH:16][CH3:17])[CH2:14][CH2:15]3)[C:7]([C:6]3[S:5][C:4]4[C:46]([F:51])=[CH:47][CH:48]=[C:49]([F:50])[C:3]=4[C:2]=3[Cl:1])=[O:8])[CH:27]=2)=[CH:35][CH:36]=1)(=[O:43])=[O:44], predict the reactants needed to synthesize it. The reactants are: [Cl:1][C:2]1[C:3]2[C:49]([F:50])=[CH:48][CH:47]=[C:46]([F:51])[C:4]=2[S:5][C:6]=1[C:7]([N:9]([CH2:25][C:26]1[CH:27]=[C:28]([C:34]2[CH:39]=[CH:38][C:37]([N:40]([S:42]([CH3:45])(=[O:44])=[O:43])[CH3:41])=[CH:36][CH:35]=2)[CH:29]=[CH:30][C:31]=1[O:32][CH3:33])[CH:10]1[CH2:15][CH2:14][CH:13]([N:16](C)[C:17](=O)OC(C)(C)C)[CH2:12][CH2:11]1)=[O:8].CCCCCC.